This data is from Reaction yield outcomes from USPTO patents with 853,638 reactions. The task is: Predict the reaction yield, written as a fraction of the theoretical maximum amount of product (1.0 means a 100% yield; for example, 0.34 means a 34% yield). (1) The reactants are [Cl:1][C:2]1[CH:7]=[C:6]([O:8][CH3:9])[C:5]([N+:10]([O-])=O)=[CH:4][C:3]=1[CH2:13][C:14]([F:17])([F:16])[F:15].[Sn](Cl)Cl.C([O-])(O)=O.[Na+]. The catalyst is CCO. The product is [Cl:1][C:2]1[C:3]([CH2:13][C:14]([F:16])([F:17])[F:15])=[CH:4][C:5]([NH2:10])=[C:6]([O:8][CH3:9])[CH:7]=1. The yield is 0.850. (2) The reactants are Cl.[CH3:2][O:3][C:4]1[CH:5]=[C:6]2[C:11](=[CH:12][CH:13]=1)[C:10]([C:14]1[CH:27]=[CH:26][C:17]([O:18][CH2:19][CH2:20][N:21]3[CH2:25][CH2:24][CH2:23][CH2:22]3)=[CH:16][CH:15]=1)=[C:9]([C:28]1[CH:33]=[CH:32][CH:31]=[CH:30][CH:29]=1)[CH2:8][CH2:7]2. The catalyst is CCO.CO.[OH-].[OH-].[Pd+2]. The product is [CH3:2][O:3][C:4]1[CH:5]=[C:6]2[C:11](=[CH:12][CH:13]=1)[C@@H:10]([C:14]1[CH:27]=[CH:26][C:17]([O:18][CH2:19][CH2:20][N:21]3[CH2:25][CH2:24][CH2:23][CH2:22]3)=[CH:16][CH:15]=1)[C@@H:9]([C:28]1[CH:33]=[CH:32][CH:31]=[CH:30][CH:29]=1)[CH2:8][CH2:7]2. The yield is 0.900.